Dataset: Forward reaction prediction with 1.9M reactions from USPTO patents (1976-2016). Task: Predict the product of the given reaction. Given the reactants NC(N)=O.[CH:5]12[O:12][CH:9]([CH2:10][CH2:11]1)[CH2:8][N:7]([C:13]1[N:18]=[C:17]([C:19]3[CH:24]=[CH:23][C:22]([NH:25][C:26]([NH:28][CH2:29][CH3:30])=[O:27])=[CH:21][CH:20]=3)[N:16]=[C:15]3[N:31]([CH:34]4[CH2:39]CN(C(OCC)=O)CC4)[N:32]=[CH:33][C:14]=13)[CH2:6]2.[CH3:45][N:46]1[CH2:51][CH2:50][N:49]([C:52]2[N:57]=[CH:56]C(N)=C[CH:53]=2)[CH2:48][CH2:47]1.NC1C=CC=CC=1, predict the reaction product. The product is: [CH:5]12[O:12][CH:9]([CH2:10][CH2:11]1)[CH2:8][N:7]([C:13]1[N:18]=[C:17]([C:19]3[CH:20]=[CH:21][C:22]([NH:25][C:26]([NH:28][C:29]4[CH:56]=[N:57][C:52]([N:49]5[CH2:48][CH2:47][N:46]([CH3:45])[CH2:51][CH2:50]5)=[CH:53][CH:30]=4)=[O:27])=[CH:23][CH:24]=3)[N:16]=[C:15]3[N:31]([CH2:34][CH3:39])[N:32]=[CH:33][C:14]=13)[CH2:6]2.